Dataset: Catalyst prediction with 721,799 reactions and 888 catalyst types from USPTO. Task: Predict which catalyst facilitates the given reaction. (1) The catalyst class is: 5. Product: [Cl:1][C:2]1[CH:3]=[C:4]([C:9]2[CH2:13][CH2:12][C@:11]([C:18]3[CH:23]=[CH:22][CH:21]=[C:20]([F:24])[C:19]=3[CH3:25])([C:14]([OH:16])=[O:15])[CH:10]=2)[C:5]([CH3:8])=[N:6][CH:7]=1. Reactant: [Cl:1][C:2]1[CH:3]=[C:4]([C:9]2[CH2:13][CH2:12][C@:11]([C:18]3[CH:23]=[CH:22][CH:21]=[C:20]([F:24])[C:19]=3[CH3:25])([C:14]([O:16]C)=[O:15])[CH:10]=2)[C:5]([CH3:8])=[N:6][CH:7]=1.[OH-].[Na+]. (2) Reactant: O=C1CCCCC1=N[NH:9][C:10]1[CH:18]=[CH:17][C:13]([C:14]([OH:16])=[O:15])=[CH:12][CH:11]=1.[OH2:19]. Product: [O:19]=[C:12]1[C:11]2[NH:9][C:10]3[CH:11]=[CH:12][C:13]([C:14]([OH:16])=[O:15])=[CH:17][C:18]=3[C:10]=2[CH2:18][CH2:17][CH2:13]1. The catalyst class is: 106. (3) Reactant: [CH2:1]([O:3][C:4](=[O:24])[C:5]([O:21][CH2:22][CH3:23])=[CH:6][C:7]1[CH:12]=[CH:11][CH:10]=[C:9]([O:13]CC2C=CC=CC=2)[CH:8]=1)[CH3:2]. Product: [CH2:22]([O:21][CH:5]([CH2:6][C:7]1[CH:12]=[CH:11][CH:10]=[C:9]([OH:13])[CH:8]=1)[C:4]([O:3][CH2:1][CH3:2])=[O:24])[CH3:23]. The catalyst class is: 78. (4) Reactant: [Br:1][C:2]1[CH:3]=[CH:4][C:5]([C:11]([F:14])([F:13])[F:12])=[C:6]([CH:10]=1)[C:7]([OH:9])=O.[NH2:15][C:16]1[C:17]([CH3:27])=[C:18]([CH:23]=[CH:24][C:25]=1[CH3:26])[C:19]([O:21][CH3:22])=[O:20].C(N(CC)CC)C.CCCP1(OP(CCC)(=O)OP(CCC)(=O)O1)=O. Product: [Br:1][C:2]1[CH:3]=[CH:4][C:5]([C:11]([F:14])([F:13])[F:12])=[C:6]([CH:10]=1)[C:7]([NH:15][C:16]1[C:17]([CH3:27])=[C:18]([CH:23]=[CH:24][C:25]=1[CH3:26])[C:19]([O:21][CH3:22])=[O:20])=[O:9]. The catalyst class is: 2. (5) Reactant: [C:1]([O:5][C:6]([NH:8][CH:9]1[CH2:15][N:14](C(OCC2C=CC=CC=2)=O)[CH2:13][CH2:12][N:11]([CH2:26][C:27]([F:30])([F:29])[F:28])[C:10]1=[O:31])=[O:7])([CH3:4])([CH3:3])[CH3:2]. Product: [O:31]=[C:10]1[N:11]([CH2:26][C:27]([F:28])([F:29])[F:30])[CH2:12][CH2:13][NH:14][CH2:15][CH:9]1[NH:8][C:6](=[O:7])[O:5][C:1]([CH3:3])([CH3:2])[CH3:4]. The catalyst class is: 63.